From a dataset of Full USPTO retrosynthesis dataset with 1.9M reactions from patents (1976-2016). Predict the reactants needed to synthesize the given product. (1) Given the product [CH:1]1([C:7]2[C:15]3[C:10](=[CH:11][CH:12]=[C:13]([NH:16][C:17]4[N:26]=[CH:25][C:24]([CH:27]5[CH2:29][CH2:28]5)=[CH:23][C:18]=4[C:19]([OH:21])=[O:20])[CH:14]=3)[N:9]([CH3:30])[CH:8]=2)[CH2:2][CH2:3][CH2:4][CH2:5][CH2:6]1, predict the reactants needed to synthesize it. The reactants are: [CH:1]1([C:7]2[C:15]3[C:10](=[CH:11][CH:12]=[C:13]([NH:16][C:17]4[N:26]=[CH:25][C:24]([CH:27]5[CH2:29][CH2:28]5)=[CH:23][C:18]=4[C:19]([O:21]C)=[O:20])[CH:14]=3)[N:9]([CH3:30])[CH:8]=2)[CH2:6][CH2:5][CH2:4][CH2:3][CH2:2]1.[OH-].[Na+].O.Cl. (2) Given the product [F:20][CH:2]([F:1])[O:3][C:4]1[CH:5]=[CH:6][C:7]([CH:10]2[CH2:15][N:14]([C:29]([N:21]3[CH2:26][CH2:25][S:24](=[O:28])(=[O:27])[CH2:23][CH2:22]3)=[O:30])[CH2:13][CH:12]([C:16]([O:18][CH3:19])=[O:17])[CH2:11]2)=[CH:8][CH:9]=1, predict the reactants needed to synthesize it. The reactants are: [F:1][CH:2]([F:20])[O:3][C:4]1[CH:9]=[CH:8][C:7]([CH:10]2[CH2:15][NH:14][CH2:13][CH:12]([C:16]([O:18][CH3:19])=[O:17])[CH2:11]2)=[CH:6][CH:5]=1.[N:21]1([C:29](OC2C=CC([N+]([O-])=O)=CC=2)=[O:30])[CH2:26][CH2:25][S:24](=[O:28])(=[O:27])[CH2:23][CH2:22]1.O.C(OCC)(=O)C. (3) Given the product [C:2]1([C:31]2[C:35](=[O:36])[N:34]([CH3:37])[C:33](=[O:38])[C:32]=2[CH2:39][C:40]2[C:48]3[C:43](=[CH:44][CH:45]=[CH:46][CH:47]=3)[N:42]([CH3:49])[CH:41]=2)[CH:7]=[CH:6][CH:5]=[CH:4][CH:3]=1, predict the reactants needed to synthesize it. The reactants are: I[C:2]1[CH:7]=[CH:6][CH:5]=[CH:4][CH:3]=1.B1(B2OC(C)(C)C(C)(C)O2)OC(C)(C)C(C)(C)O1.B([O-])([O-])[O-].Br[C:31]1[C:35](=[O:36])[N:34]([CH3:37])[C:33](=[O:38])[C:32]=1[CH2:39][C:40]1[C:48]2[C:43](=[CH:44][CH:45]=[CH:46][CH:47]=2)[N:42]([CH3:49])[CH:41]=1.